Task: Predict the reaction yield, written as a fraction of the theoretical maximum amount of product (1.0 means a 100% yield; for example, 0.34 means a 34% yield).. Dataset: Reaction yield outcomes from USPTO patents with 853,638 reactions (1) The reactants are [C:1]([O:5][C:6]([NH:8][C:9]1[CH:14]=[CH:13][C:12]([Cl:15])=[CH:11][C:10]=1/[CH:16]=[CH:17]/[C:18]([OH:20])=O)=[O:7])([CH3:4])([CH3:3])[CH3:2].CCN=C=NCCCN(C)C.Cl.Cl.[F:34][C:35]1[CH:48]=[CH:47][C:38]([CH2:39][N:40]2[CH2:45][CH2:44][NH:43][CH:42]([CH3:46])[CH2:41]2)=[CH:37][CH:36]=1. The catalyst is C(Cl)Cl. The product is [C:1]([O:5][C:6](=[O:7])[NH:8][C:9]1[CH:14]=[CH:13][C:12]([Cl:15])=[CH:11][C:10]=1/[CH:16]=[CH:17]/[C:18]([N:43]1[CH2:44][CH2:45][N:40]([CH2:39][C:38]2[CH:47]=[CH:48][C:35]([F:34])=[CH:36][CH:37]=2)[CH2:41][CH:42]1[CH3:46])=[O:20])([CH3:2])([CH3:3])[CH3:4]. The yield is 0.740. (2) The catalyst is C1C=CC(P(C2C=CC=CC=2)[C-]2C=CC=C2)=CC=1.C1C=CC(P(C2C=CC=CC=2)[C-]2C=CC=C2)=CC=1.Cl[Pd]Cl.[Fe+2].C1COCC1. The product is [ClH:1].[Cl:14][C:10]1[CH:9]=[C:8]([C:6]2[N:5]=[C:4]3[CH2:15][CH2:16][CH2:17][C:3]3=[C:2]([CH2:19][C:20]3[CH:27]=[CH:26][C:23]([CH3:24])=[CH:22][CH:21]=3)[CH:7]=2)[CH:13]=[CH:12][CH:11]=1. The yield is 0.410. The reactants are [Cl:1][C:2]1[CH:7]=[C:6]([C:8]2[CH:13]=[CH:12][CH:11]=[C:10]([Cl:14])[CH:9]=2)[N:5]=[C:4]2[CH2:15][CH2:16][CH2:17][C:3]=12.[Cl-].[CH3:19][C:20]1[CH:27]=[CH:26][C:23]([CH2:24][Zn+])=[CH:22][CH:21]=1.[Cl-]. (3) The reactants are Cl[C:2]1[N:7]=[C:6]([C:8]2[N:12]([CH3:13])[C:11]([CH3:14])=[N:10][CH:9]=2)[C:5]([F:15])=[CH:4][N:3]=1.[CH3:16][O:17][C:18]1[CH:19]=[C:20]([CH:22]=[C:23]([C:25]([F:28])([F:27])[F:26])[CH:24]=1)[NH2:21]. No catalyst specified. The product is [CH3:13][N:12]1[C:8]([C:6]2[C:5]([F:15])=[CH:4][N:3]=[C:2]([NH:21][C:20]3[CH:22]=[C:23]([C:25]([F:27])([F:28])[F:26])[CH:24]=[C:18]([O:17][CH3:16])[CH:19]=3)[N:7]=2)=[CH:9][N:10]=[C:11]1[CH3:14]. The yield is 0.250. (4) The reactants are [Cl:1][C:2]1[CH:3]=[C:4]([F:11])[C:5]([C:8](O)=O)=[N:6][CH:7]=1.[C:12](Cl)(=[O:16])C(Cl)=O.CS(O)(=O)=O.[C@H:23]12[CH2:29][C@H:26]([NH:27][CH2:28]1)[C:25](=[O:30])[O:24]2.[C:31](O)(=O)[CH2:32]C(CC(O)=O)(C(O)=O)O. The catalyst is C1(C)C=CC=CC=1.CN(C=O)C.C1COCC1. The product is [Cl:1][C:2]1[CH:3]=[C:4]([F:11])[C:5]([C:8]2([C:12]([N:27]3[CH2:28][C@@H:23]4[CH2:29][C@H:26]3[C:25](=[O:30])[O:24]4)=[O:16])[CH2:32][CH2:31]2)=[N:6][CH:7]=1. The yield is 0.880. (5) The reactants are [F:1][C:2]([F:21])([F:20])[C:3]1[C:11]([C:12]#[N:13])=[CH:10][CH:9]=[C:8]2[C:4]=1[CH:5]=[C:6]([CH2:14][CH2:15][C:16]([F:19])([F:18])[F:17])[NH:7]2.C([O-])([O-])=O.[Cs+].[Cs+].Cl[CH2:29][C:30]1[N:34]=[C:33]([C:35]2[CH:40]=[CH:39][CH:38]=[C:37]([C:41]([F:44])([F:43])[F:42])[CH:36]=2)[O:32][N:31]=1. The catalyst is C(#N)C. The product is [F:21][C:2]([F:1])([F:20])[C:3]1[C:11]([C:12]#[N:13])=[CH:10][CH:9]=[C:8]2[C:4]=1[CH:5]=[C:6]([CH2:14][CH2:15][C:16]([F:19])([F:18])[F:17])[N:7]2[CH2:29][C:30]1[N:34]=[C:33]([C:35]2[CH:40]=[CH:39][CH:38]=[C:37]([C:41]([F:44])([F:42])[F:43])[CH:36]=2)[O:32][N:31]=1. The yield is 0.240. (6) The reactants are [N+](CP(=O)([O:8][CH2:9][CH3:10])OCC)#[C-].C([Li])CCC.[Br:17][C:18]1[CH:23]=[CH:22][C:21]([CH:24]2[CH2:27]C(=O)[CH2:25]2)=[CH:20][CH:19]=1.Cl. The catalyst is CCOCC. The product is [Br:17][C:18]1[CH:23]=[CH:22][C:21]([C@H:24]2[CH2:27][C@H:10]([CH:9]=[O:8])[CH2:25]2)=[CH:20][CH:19]=1. The yield is 0.270. (7) The reactants are C(OC([N:8]([C:13]1[CH:52]=[CH:51][C:16]([C:17]([O:19][CH2:20][CH2:21][C:22]([O:24][C@H:25]([C:36]2[CH:41]=[CH:40][C:39]([O:42][CH:43]([F:45])[F:44])=[C:38]([O:46][CH2:47][CH:48]3[CH2:50][CH2:49]3)[CH:37]=2)[CH2:26][C:27]2[C:32]([Cl:33])=[CH:31][N+:30]([O-:34])=[CH:29][C:28]=2[Cl:35])=[O:23])=[O:18])=[CH:15][C:14]=1[O:53][CH2:54][CH:55]1[CH2:57][CH2:56]1)[S:9]([CH3:12])(=[O:11])=[O:10])=O)(C)(C)C.O1CCOCC1. The catalyst is C(Cl)Cl.Cl. The product is [Cl:35][C:28]1[CH:29]=[N+:30]([O-:34])[CH:31]=[C:32]([Cl:33])[C:27]=1[CH2:26][C@@H:25]([C:36]1[CH:41]=[CH:40][C:39]([O:42][CH:43]([F:44])[F:45])=[C:38]([O:46][CH2:47][CH:48]2[CH2:50][CH2:49]2)[CH:37]=1)[O:24][C:22](=[O:23])[CH2:21][CH2:20][O:19][C:17](=[O:18])[C:16]1[CH:51]=[CH:52][C:13]([NH:8][S:9]([CH3:12])(=[O:11])=[O:10])=[C:14]([O:53][CH2:54][CH:55]2[CH2:56][CH2:57]2)[CH:15]=1. The yield is 0.860.